Task: Predict hERG channel inhibition at various concentrations.. Dataset: hERG Central: cardiac toxicity at 1µM, 10µM, and general inhibition (1) The compound is CC(C)CCCN1C(Nc2ccccc2)=NC[C@@H]1CC(C)C. Results: hERG_inhib (hERG inhibition (general)): blocker. (2) The drug is CC(=O)n1cc([C@H]2C=C(C(=O)N3CCOCC3)O[C@@H](OCc3ccc(CO)cc3)C2)c2ccccc21. Results: hERG_inhib (hERG inhibition (general)): blocker. (3) Results: hERG_inhib (hERG inhibition (general)): blocker. The compound is CN(C)[C@@H]1CCC[C@H]1OC(=O)C(c1ccccc1)c1ccccc1. (4) Results: hERG_inhib (hERG inhibition (general)): blocker. The drug is Cc1cc(N2CCN(c3cccc(C(F)(F)F)c3)CC2)n2nc(C)nc2n1. (5) The drug is CCOC(=O)CC1CCCCN1Cc1nc(-c2ccc(F)c(OC)c2)oc1C. Results: hERG_inhib (hERG inhibition (general)): blocker. (6) The compound is COc1ccc(CNC(=O)C2(CC3CC(c4ccccc4)=NO3)CCN(C(=O)C3(C)CC3)CC2)cc1. Results: hERG_inhib (hERG inhibition (general)): blocker.